From a dataset of Reaction yield outcomes from USPTO patents with 853,638 reactions. Predict the reaction yield, written as a fraction of the theoretical maximum amount of product (1.0 means a 100% yield; for example, 0.34 means a 34% yield). (1) The reactants are [Br:1][C:2]1[C:3]([F:12])=[C:4]2[C:10]([NH2:11])=[CH:9][NH:8][C:5]2=[N:6][CH:7]=1.[CH:13]1([C:18](Cl)=[O:19])[CH2:17][CH2:16][CH2:15][CH2:14]1. No catalyst specified. The product is [Br:1][C:2]1[C:3]([F:12])=[C:4]2[C:10]([NH:11][C:18]([CH:13]3[CH2:17][CH2:16][CH2:15][CH2:14]3)=[O:19])=[CH:9][NH:8][C:5]2=[N:6][CH:7]=1. The yield is 0.740. (2) The reactants are [CH3:1][NH:2][N:3]=[CH:4][C:5](=[O:7])[CH3:6].[CH3:8][C:9]1[CH:10]=[C:11]([C:16](=O)[CH:17]=[O:18])[CH:12]=[CH:13][C:14]=1[CH3:15].C(Cl)(Cl)Cl.CCCCCC. The catalyst is C(O)(=O)C. The product is [CH3:8][C:9]1[CH:10]=[C:11]([C:16]2[N:2]([CH3:1])[N:3]=[C:4]([C:5](=[O:7])[CH3:6])[C:17]=2[OH:18])[CH:12]=[CH:13][C:14]=1[CH3:15]. The yield is 0.130. (3) The reactants are [F:1][C:2]1[CH:3]=[C:4]2[C:9](=[CH:10][C:11]=1[OH:12])[CH2:8][CH:7]([C:13]([O:15][CH3:16])=[O:14])[CH2:6][CH2:5]2.[N+]([C:20]1[CH:25]=[CH:24][N:23]=[C:22]([NH:26][C:27]([CH:29]2[CH2:31][CH2:30]2)=[O:28])[CH:21]=1)([O-])=O.C(=O)([O-])[O-].[Cs+].[Cs+].CN(C)C=O. The catalyst is O. The product is [CH:29]1([C:27]([NH:26][C:22]2[CH:21]=[C:20]([O:12][C:11]3[CH:10]=[C:9]4[C:4]([CH2:5][CH2:6][CH:7]([C:13]([O:15][CH3:16])=[O:14])[CH2:8]4)=[CH:3][C:2]=3[F:1])[CH:25]=[CH:24][N:23]=2)=[O:28])[CH2:30][CH2:31]1. The yield is 0.670.